Dataset: Full USPTO retrosynthesis dataset with 1.9M reactions from patents (1976-2016). Task: Predict the reactants needed to synthesize the given product. Given the product [C:1]([NH:4][C@:5]1([C@@H:58]([CH2:60][CH3:61])[CH3:59])[CH2:9][CH2:8][N:7]([C@@H:10]([CH2:49][CH2:50][C:51]2[CH:52]=[CH:53][CH:54]=[CH:55][CH:56]=2)[C:11]([NH:13][C@@H:14]([CH2:42][C:43]2[CH:44]=[CH:45][CH:46]=[CH:47][CH:48]=2)[C@H:15]([OH:16])[C@H:24]2[CH2:28][C@@H:27]([S:29]([CH2:32][CH2:33][CH3:34])(=[O:30])=[O:31])[CH2:26][NH:25]2)=[O:12])[C:6]1=[O:57])(=[O:3])[CH3:2], predict the reactants needed to synthesize it. The reactants are: [C:1]([NH:4][C@:5]1([C@@H:58]([CH2:60][CH3:61])[CH3:59])[CH2:9][CH2:8][N:7]([C@@H:10]([CH2:49][CH2:50][C:51]2[CH:56]=[CH:55][CH:54]=[CH:53][CH:52]=2)[C:11]([NH:13][C@@H:14]([CH2:42][C:43]2[CH:48]=[CH:47][CH:46]=[CH:45][CH:44]=2)[C@@H:15]([C@H:24]2[CH2:28][C@@H:27]([S:29]([CH2:32][CH2:33][CH3:34])(=[O:31])=[O:30])[CH2:26][N:25]2C(OC(C)(C)C)=O)[O:16][Si](C(C)(C)C)(C)C)=[O:12])[C:6]1=[O:57])(=[O:3])[CH3:2].CCN(CCO)CC.CN(C(ON1N=NC2C=CC=NC1=2)=[N+](C)C)C.F[P-](F)(F)(F)(F)F.